Predict the reaction yield, written as a fraction of the theoretical maximum amount of product (1.0 means a 100% yield; for example, 0.34 means a 34% yield). From a dataset of Reaction yield outcomes from USPTO patents with 853,638 reactions. (1) The reactants are [CH3:1][CH:2]([C:4]1[C:8]([C:9]([O:11][CH3:12])=[O:10])=[CH:7][NH:6][N:5]=1)[CH3:3].[CH3:13][O:14][C:15]1[CH:16]=[C:17](B(O)O)[CH:18]=[CH:19][CH:20]=1.N1C=CC=CC=1. The catalyst is CN(C)C(=O)C.C([O-])(=O)C.[Cu+2].C([O-])(=O)C. The product is [CH3:13][O:14][C:15]1[CH:20]=[C:19]([N:6]2[CH:7]=[C:8]([C:9]([O:11][CH3:12])=[O:10])[C:4]([CH:2]([CH3:1])[CH3:3])=[N:5]2)[CH:18]=[CH:17][CH:16]=1. The yield is 0.750. (2) The reactants are [Cl-].O[NH3+:3].[C:4](=[O:7])([O-])[OH:5].[Na+].CS(C)=O.[CH2:13]([C:17]1[N:22]2[N:23]=[CH:24][N:25]=[C:21]2[N:20]([CH:26]2[CH2:31][CH2:30][O:29][C:28]([CH3:33])([CH3:32])[CH2:27]2)[C:19](=[O:34])[C:18]=1[CH2:35][C:36]1[CH:41]=[CH:40][C:39]([C:42]2[C:43]([C:48]#[N:49])=[CH:44][CH:45]=[CH:46][CH:47]=2)=[CH:38][CH:37]=1)[CH2:14][CH2:15][CH3:16]. The catalyst is C(OCC)(=O)C. The product is [CH2:13]([C:17]1[N:22]2[N:23]=[CH:24][N:25]=[C:21]2[N:20]([CH:26]2[CH2:31][CH2:30][O:29][C:28]([CH3:32])([CH3:33])[CH2:27]2)[C:19](=[O:34])[C:18]=1[CH2:35][C:36]1[CH:41]=[CH:40][C:39]([C:42]2[CH:47]=[CH:46][CH:45]=[CH:44][C:43]=2[C:48]2[NH:3][C:4](=[O:7])[O:5][N:49]=2)=[CH:38][CH:37]=1)[CH2:14][CH2:15][CH3:16]. The yield is 0.420. (3) The reactants are C[Si](C)(C)O[NH:4][OH:5].CN1CCOCC1.[CH3:15][O:16][CH:17]([C:26]1[CH:31]=[CH:30][C:29]([O:32][CH3:33])=[CH:28][CH:27]=1)[CH2:18][CH:19]=[CH:20][CH:21]=[CH:22][C:23](Cl)=[O:24]. The catalyst is C(Cl)Cl.C(Cl)(Cl)Cl. The product is [OH:5][NH:4][C:23](=[O:24])[CH:22]=[CH:21][CH:20]=[CH:19][CH2:18][CH:17]([O:16][CH3:15])[C:26]1[CH:27]=[CH:28][C:29]([O:32][CH3:33])=[CH:30][CH:31]=1. The yield is 0.300. (4) The reactants are Br[C:2]1[C:3]([F:14])=[CH:4][N:5]=[C:6]2[C:11]=1[N:10]=[C:9]([O:12][CH3:13])[CH:8]=[CH:7]2.[C:15]([O:19][CH2:20][CH2:21][CH2:22][CH3:23])(=[O:18])[CH:16]=[CH2:17].C1(C(N)C2CCCCC2)CCCCC1.O. The catalyst is O1CCOCC1.C1C=CC([P]([Pd]([P](C2C=CC=CC=2)(C2C=CC=CC=2)C2C=CC=CC=2)([P](C2C=CC=CC=2)(C2C=CC=CC=2)C2C=CC=CC=2)[P](C2C=CC=CC=2)(C2C=CC=CC=2)C2C=CC=CC=2)(C2C=CC=CC=2)C2C=CC=CC=2)=CC=1.C(OCC)(=O)C. The product is [F:14][C:3]1[CH:4]=[N:5][C:6]2[C:11]([C:2]=1/[CH:17]=[CH:16]/[C:15]([O:19][CH2:20][CH2:21][CH2:22][CH3:23])=[O:18])=[N:10][C:9]([O:12][CH3:13])=[CH:8][CH:7]=2. The yield is 0.760. (5) The reactants are [NH2:1][CH:2]1[CH2:7][CH2:6][N:5]([CH3:8])[CH2:4][CH2:3]1.C(=O)([O-])[O-].[K+].[K+].Cl[C:16]1[N:24]=[CH:23][C:22]([F:25])=[CH:21][C:17]=1[C:18]([OH:20])=[O:19]. The catalyst is CN1CCCC1=O.CO.[Cu].[Cu]Br. The product is [F:25][C:22]1[CH:23]=[N:24][C:16]([NH:1][CH:2]2[CH2:7][CH2:6][N:5]([CH3:8])[CH2:4][CH2:3]2)=[C:17]([CH:21]=1)[C:18]([OH:20])=[O:19]. The yield is 0.170. (6) The reactants are [CH3:1][C:2]1[CH:3]=[CH:4][C:5](/[C:8](/[C:16]2[CH:17]=[CH:18][CH:19]=[CH:20][N:21]=2)=[CH:9]\[CH2:10][N:11]2[CH2:15][CH2:14][CH2:13][CH2:12]2)=[CH:6][CH:7]=1. The catalyst is O. The product is [CH3:1][C:2]1[CH:7]=[CH:6][C:5]([C:8]([C:16]2[CH:17]=[CH:18][CH:19]=[CH:20][N:21]=2)=[CH:9][CH2:10][N:11]2[CH2:15][CH2:14][CH2:13][CH2:12]2)=[CH:4][CH:3]=1. The yield is 0.800. (7) The reactants are [OH-].[Na+].[Cl:3][C:4]1[N:9]=[C:8]([N:10]2[CH2:15][CH2:14][O:13][CH2:12][C@H:11]2[CH3:16])[CH:7]=[C:6]([CH2:17][S:18]([CH3:20])=[O:19])[N:5]=1.Br[CH2:22][CH2:23][O:24][CH2:25][CH2:26]Br. The catalyst is [Br-].C([N+](CCCCCCCC)(CCCCCCCC)CCCCCCCC)CCCCCCC.CN1C2C(N=C(N)NC=2NCC1CNC1C=CC(C(NC(C(O)=O)CCC(O)=O)=O)=CC=1)=O. The product is [Cl:3][C:4]1[N:9]=[C:8]([N:10]2[CH2:15][CH2:14][O:13][CH2:12][C@H:11]2[CH3:16])[CH:7]=[C:6]([C:17]2([S:18]([CH3:20])=[O:19])[CH2:26][CH2:25][O:24][CH2:23][CH2:22]2)[N:5]=1. The yield is 0.500.